The task is: Predict the reaction yield, written as a fraction of the theoretical maximum amount of product (1.0 means a 100% yield; for example, 0.34 means a 34% yield).. This data is from Reaction yield outcomes from USPTO patents with 853,638 reactions. (1) The reactants are [Br:1][C:2]1[CH:3]=[C:4]([NH:10][C:11]2[CH:19]=[C:14]3[CH2:15][NH:16][CH2:17][CH2:18][N:13]3[N:12]=2)[C:5](=[O:9])[N:6]([CH3:8])[CH:7]=1.[O:20]1[CH2:23][C:22](=O)[CH2:21]1.C([BH3-])#N.[Na+].C(Cl)Cl.C(OCC)C.CO. The catalyst is CO.[Cl-].[Zn+2].[Cl-]. The product is [Br:1][C:2]1[CH:3]=[C:4]([NH:10][C:11]2[CH:19]=[C:14]3[CH2:15][N:16]([CH:22]4[CH2:23][O:20][CH2:21]4)[CH2:17][CH2:18][N:13]3[N:12]=2)[C:5](=[O:9])[N:6]([CH3:8])[CH:7]=1. The yield is 0.340. (2) The reactants are [C:1]([O:10]C)(=O)[C:2]1[C:3](=[CH:5][CH:6]=[CH:7][CH:8]=1)[SH:4].[C:12]([C:14]1[CH:19]=[CH:18][CH:17]=[C:16]([S:20][CH2:21][CH2:22][CH:23]([CH3:25])[CH3:24])[N:15]=1)#[N:13].C(N(CC)CC)C. The catalyst is C1(C)C=CC=CC=1. The product is [CH2:21]([S:20][C:16]1[N:15]=[C:14]([C:12]2[S:4][C:3]3[CH:5]=[CH:6][CH:7]=[CH:8][C:2]=3[C:1](=[O:10])[N:13]=2)[CH:19]=[CH:18][CH:17]=1)[CH2:22][CH:23]([CH3:25])[CH3:24]. The yield is 0.260. (3) The reactants are [CH3:1][O:2][CH2:3][CH2:4][O:5][C:6]1[C:7]([CH3:19])=[C:8]([CH:16]=[CH:17][CH:18]=1)[C:9](OCCOC)=[O:10].CC(C[AlH]CC(C)C)C. The catalyst is C(Cl)Cl. The product is [CH3:1][O:2][CH2:3][CH2:4][O:5][C:6]1[C:7]([CH3:19])=[C:8]([CH2:9][OH:10])[CH:16]=[CH:17][CH:18]=1. The yield is 1.00. (4) The reactants are [C:1]1([CH3:11])[CH:6]=[CH:5][C:4](S(O)(=O)=O)=[CH:3][CH:2]=1.[CH3:12][O:13][C:14]1[CH:15]=[C:16]2[C:20](=[CH:21][C:22]=1[O:23][CH3:24])[C:19](=[O:25])[CH:18]([CH2:26][CH:27]1[CH2:32][CH2:31][NH:30][CH2:29][CH2:28]1)[CH2:17]2.C([O-])(=O)C.[Na+].C(=O)C1C=CC=CC=1. The catalyst is [Pd].CO. The product is [CH3:12][O:13][C:14]1[CH:15]=[C:16]2[CH2:17][CH:18]([CH2:26][CH:27]3[CH2:32][CH2:31][N:30]([CH2:11][C:1]4[CH:2]=[CH:3][CH:4]=[CH:5][CH:6]=4)[CH2:29][CH2:28]3)[C:19](=[O:25])[C:20]2=[CH:21][C:22]=1[O:23][CH3:24]. The yield is 0.620. (5) The reactants are Br[C:2]1[N:3]=[CH:4][C:5]([N:8]2[C:12]3[CH:13]=[CH:14][C:15]([O:17][CH3:18])=[CH:16][C:11]=3[N:10]=[C:9]2[C:19]([F:22])([F:21])[F:20])=[N:6][CH:7]=1.[NH3:23]. The catalyst is C(O)CO.O. The product is [CH3:18][O:17][C:15]1[CH:14]=[CH:13][C:12]2[N:8]([C:5]3[N:6]=[CH:7][C:2]([NH2:23])=[N:3][CH:4]=3)[C:9]([C:19]([F:22])([F:21])[F:20])=[N:10][C:11]=2[CH:16]=1. The yield is 0.400. (6) The reactants are [CH3:1][CH:2]([N:4]1[CH2:9][CH2:8][N:7]([C:10]2[CH:15]=[CH:14][C:13]([NH2:16])=[CH:12][CH:11]=2)[CH2:6][CH2:5]1)[CH3:3].[C:17](N1C=CN=C1)(N1C=CN=C1)=[S:18]. The catalyst is CN(C)C=O. The product is [N:16]([C:13]1[CH:14]=[CH:15][C:10]([N:7]2[CH2:8][CH2:9][N:4]([CH:2]([CH3:1])[CH3:3])[CH2:5][CH2:6]2)=[CH:11][CH:12]=1)=[C:17]=[S:18]. The yield is 1.00. (7) The reactants are [NH2:1][C:2]1[CH:11]=[C:10]([C:12]([O:14][CH3:15])=[O:13])[CH:9]=[CH:8][C:3]=1[C:4](OC)=[O:5].[C:16](Cl)(=[NH:18])[NH2:17].Cl.CS(C)(=O)=O. The catalyst is O. The product is [NH2:17][C:16]1[NH:18][C:4](=[O:5])[C:3]2[C:2](=[CH:11][C:10]([C:12]([O:14][CH3:15])=[O:13])=[CH:9][CH:8]=2)[N:1]=1. The yield is 0.950. (8) The reactants are C(=O)([O-])[O-].[Cs+].[Cs+].C1(P(C2C=CC=CC=2)C2C=CC3C(=CC=CC=3)C=2C2C3C(=CC=CC=3)C=CC=2P(C2C=CC=CC=2)C2C=CC=CC=2)C=CC=CC=1.Br[C:54]1[S:58][C:57]([C:59]([O:61][CH2:62][CH3:63])=[O:60])=[CH:56][CH:55]=1.[NH:64]1[CH2:69][CH2:68][CH2:67][CH2:66][CH2:65]1. The catalyst is C1(C)C=CC=CC=1. The product is [CH2:62]([O:61][C:59]([C:57]1[S:58][C:54]([N:64]2[CH2:69][CH2:68][CH2:67][CH2:66][CH2:65]2)=[CH:55][CH:56]=1)=[O:60])[CH3:63]. The yield is 0.480.